From a dataset of Forward reaction prediction with 1.9M reactions from USPTO patents (1976-2016). Predict the product of the given reaction. (1) Given the reactants C(OP(OCC)(O[CH:7]([CH3:16])/[CH:8]=[C:9](\[CH3:15])/[C:10]([O:12][CH2:13][CH3:14])=[O:11])=O)C.[CH3:20][O:21][C:22]1[CH:27]=[CH:26][C:25]([NH2:28])=[CH:24][CH:23]=1.CCCCCCC, predict the reaction product. The product is: [C:10]([O:12][CH:13]([CH3:14])[CH3:20])([CH3:9])=[O:11].[CH3:20][O:21][C:22]1[CH:27]=[CH:26][C:25]([NH:28][CH:7]([CH3:16])/[CH:8]=[C:9](\[CH3:15])/[C:10]([O:12][CH2:13][CH3:14])=[O:11])=[CH:24][CH:23]=1. (2) The product is: [CH2:1]([O:4][N:5]([CH:18]1[CH2:23][N:22]([C:24]([O:26][C:27]([CH3:29])([CH3:30])[CH3:28])=[O:25])[C@H:21]([CH2:31][O:32][Si:33]([C:36]([CH3:39])([CH3:38])[CH3:37])([CH3:35])[CH3:34])[CH:20]=[C:19]1[CH2:40][OH:41])[S:6]([C:9]1[CH:14]=[CH:13][CH:12]=[CH:11][C:10]=1[N+:15]([O-:17])=[O:16])(=[O:8])=[O:7])[CH:2]=[CH2:3]. Given the reactants [CH2:1]([O:4][N:5]([CH:18]1[CH2:23][N:22]([C:24]([O:26][C:27]([CH3:30])([CH3:29])[CH3:28])=[O:25])[C@H:21]([CH2:31][O:32][Si:33]([C:36]([CH3:39])([CH3:38])[CH3:37])([CH3:35])[CH3:34])[CH:20]=[C:19]1[CH2:40][O:41]CC1C=CC(OC)=CC=1)[S:6]([C:9]1[CH:14]=[CH:13][CH:12]=[CH:11][C:10]=1[N+:15]([O-:17])=[O:16])(=[O:8])=[O:7])[CH:2]=[CH2:3].C(C1C(=O)C(Cl)=C(Cl)C(=O)C=1C#N)#N, predict the reaction product. (3) Given the reactants [OH:1][C:2]([CH3:35])([CH3:34])[CH2:3][C@@:4]1([C:28]2[CH:33]=[CH:32][CH:31]=[CH:30][CH:29]=2)[O:9][C:8](=[O:10])[N:7]([C@H:11]([C:13]2[CH:18]=[CH:17][C:16](B3OC(C)(C)C(C)(C)O3)=[CH:15][CH:14]=2)[CH3:12])[CH2:6][CH2:5]1.Cl[C:37]1[N:42]=[N:41][C:40]([C:43]2([C:46]#[N:47])[CH2:45][CH2:44]2)=[CH:39][CH:38]=1, predict the reaction product. The product is: [OH:1][C:2]([CH3:35])([CH3:34])[CH2:3][C@@:4]1([C:28]2[CH:33]=[CH:32][CH:31]=[CH:30][CH:29]=2)[O:9][C:8](=[O:10])[N:7]([C@H:11]([C:13]2[CH:14]=[CH:15][C:16]([C:37]3[N:42]=[N:41][C:40]([C:43]4([C:46]#[N:47])[CH2:44][CH2:45]4)=[CH:39][CH:38]=3)=[CH:17][CH:18]=2)[CH3:12])[CH2:6][CH2:5]1. (4) Given the reactants Cl.[CH3:2][C:3]1[CH:8]=[CH:7][CH:6]=[CH:5][C:4]=1[NH:9][NH2:10].N[C:12]([C:16]([F:19])([F:18])[F:17])=[CH:13][C:14]#[N:15].[OH-].[Na+], predict the reaction product. The product is: [CH3:2][C:3]1[CH:8]=[CH:7][CH:6]=[CH:5][C:4]=1[N:9]1[C:14]([NH2:15])=[CH:13][C:12]([C:16]([F:19])([F:18])[F:17])=[N:10]1. (5) The product is: [NH2:29][C:22]1[CH:21]=[C:20]([F:19])[CH:28]=[CH:27][C:23]=1[C:24]([N:1]=[C:2]1[N:6]([CH:7]([CH2:13][CH3:14])[C:8]([O:10][CH2:11][CH3:12])=[O:9])[C:5]2[CH:15]=[CH:16][CH:17]=[CH:18][C:4]=2[S:3]1)=[O:25]. Given the reactants [NH:1]=[C:2]1[N:6]([CH:7]([CH2:13][CH3:14])[C:8]([O:10][CH2:11][CH3:12])=[O:9])[C:5]2[CH:15]=[CH:16][CH:17]=[CH:18][C:4]=2[S:3]1.[F:19][C:20]1[CH:21]=[C:22]([NH2:29])[C:23](=[CH:27][CH:28]=1)[C:24](O)=[O:25].C(N(C(C)C)CC)(C)C.F[P-](F)(F)(F)(F)F.N1(O[P+](N(C)C)(N(C)C)N(C)C)C2C=CC=CC=2N=N1, predict the reaction product.